This data is from Peptide-MHC class I binding affinity with 185,985 pairs from IEDB/IMGT. The task is: Regression. Given a peptide amino acid sequence and an MHC pseudo amino acid sequence, predict their binding affinity value. This is MHC class I binding data. The peptide sequence is KSAHGSPTF. The MHC is HLA-B15:17 with pseudo-sequence HLA-B15:17. The binding affinity (normalized) is 0.852.